This data is from Full USPTO retrosynthesis dataset with 1.9M reactions from patents (1976-2016). The task is: Predict the reactants needed to synthesize the given product. (1) The reactants are: [CH:1]1([C:4]2[CH:8]=[C:7]([NH:9][C:10]3[C:11]4[CH2:27][CH2:26][CH2:25][C:12]=4[N:13]=[C:14]([N:16]4[CH2:20][CH:19]([OH:21])[CH2:18][CH:17]4[C:22](O)=[O:23])[N:15]=3)[NH:6][N:5]=2)[CH2:3][CH2:2]1.[F:28][C:29]1[N:34]=[CH:33][C:32]([NH2:35])=[CH:31][CH:30]=1.CN(C(ON1N=NC2C=CC=NC1=2)=[N+](C)C)C.F[P-](F)(F)(F)(F)F.CCN(C(C)C)C(C)C. Given the product [CH:1]1([C:4]2[NH:5][N:6]=[C:7]([NH:9][C:10]3[C:11]4[CH2:27][CH2:26][CH2:25][C:12]=4[N:13]=[C:14]([N:16]4[CH2:20][C@H:19]([OH:21])[CH2:18][C@H:17]4[C:22]([NH:35][C:32]4[CH:33]=[N:34][C:29]([F:28])=[CH:30][CH:31]=4)=[O:23])[N:15]=3)[CH:8]=2)[CH2:2][CH2:3]1, predict the reactants needed to synthesize it. (2) Given the product [CH2:1]([O:4][C:5]1[CH:6]=[C:7]2[C:11]([N:10]([Si:14]([CH:21]([CH3:22])[CH3:23])([CH:18]([CH3:20])[CH3:19])[CH:15]([CH3:16])[CH3:17])[CH:9]=[C:8]2[CH2:24][CH2:25][NH2:26])=[CH:12][CH:13]=1)[CH2:2][CH3:3], predict the reactants needed to synthesize it. The reactants are: [CH2:1]([O:4][C:5]1[CH:6]=[C:7]2[C:11](=[CH:12][CH:13]=1)[N:10]([Si:14]([CH:21]([CH3:23])[CH3:22])([CH:18]([CH3:20])[CH3:19])[CH:15]([CH3:17])[CH3:16])[CH:9]=[C:8]2[CH2:24][CH2:25][N:26]1C(=O)C2C(=CC=CC=2)C1=O)[CH2:2][CH3:3]. (3) Given the product [F:23][C:20]1[CH:21]=[CH:22][C:17]([C:15]2[O:14][C:11]3=[N:12][CH:13]=[C:8]([C:26]4[CH:27]=[C:28]([CH:32]=[CH:33][C:25]=4[CH3:24])[C:29]([O:31][CH3:1])=[O:30])[CH:9]=[C:10]3[CH:16]=2)=[CH:18][CH:19]=1, predict the reactants needed to synthesize it. The reactants are: [C:1](=O)([O-])[O-].[Cs+].[Cs+].Br[C:8]1[CH:9]=[C:10]2[CH:16]=[C:15]([C:17]3[CH:22]=[CH:21][C:20]([F:23])=[CH:19][CH:18]=3)[O:14][C:11]2=[N:12][CH:13]=1.[CH3:24][C:25]1[CH:33]=[CH:32][C:28]([C:29]([OH:31])=[O:30])=[CH:27][C:26]=1B1OC(C)(C)C(C)(C)O1.[Si](C=[N+]=[N-])(C)(C)C.